Dataset: Catalyst prediction with 721,799 reactions and 888 catalyst types from USPTO. Task: Predict which catalyst facilitates the given reaction. (1) Reactant: [C:1]([O:5][C:6](=[O:27])[NH:7][C:8]1[CH:9]=[N:10][C:11]2[CH2:12][CH:13]([C:18]([CH3:26])([CH3:25])[O:19][SiH2:20][C:21]([CH3:24])([CH3:23])[CH3:22])[CH2:14][NH:15][C:16]=2[CH:17]=1)([CH3:4])([CH3:3])[CH3:2].[F:28][CH:29]([F:40])[N:30]1[CH:34]=[C:33]([S:35](Cl)(=[O:37])=[O:36])[C:32]([CH3:39])=[N:31]1. Product: [C:1]([O:5][C:6](=[O:27])[NH:7][C:8]1[CH:9]=[N:10][C:11]2[CH2:12][CH:13]([C:18]([CH3:26])([CH3:25])[O:19][SiH2:20][C:21]([CH3:24])([CH3:23])[CH3:22])[CH2:14][N:15]([S:35]([C:33]3[C:32]([CH3:39])=[N:31][N:30]([CH:29]([F:40])[F:28])[CH:34]=3)(=[O:37])=[O:36])[C:16]=2[CH:17]=1)([CH3:4])([CH3:3])[CH3:2]. The catalyst class is: 341. (2) Reactant: [CH2:1]1[CH2:5][O:4][CH:3]([N:6]2[C:12](=[O:13])[NH:11][C:9](=[O:10])[C:8]([F:14])=[CH:7]2)[CH2:2]1.N.C([N+](CCC)(CCC)CCC)CC.[N+]([O-])([O-])=O.[Pd+2:33].[N+]([O-])([O-])=O. Product: [Pd:33].[CH2:1]1[CH2:5][O:4][CH:3]([N:6]2[C:12](=[O:13])[NH:11][C:9](=[O:10])[C:8]([F:14])=[CH:7]2)[CH2:2]1. The catalyst class is: 6. (3) Reactant: [H-].[Na+].[NH:3]1[CH:7]=[CH:6][C:5]([N:8]2[C:16](=[O:17])[C:15]3[C:10](=[CH:11][CH:12]=[CH:13][CH:14]=3)[C:9]2=[O:18])=[N:4]1.Br[CH2:20][C:21]([O:23][C:24]([CH3:27])([CH3:26])[CH3:25])=[O:22]. Product: [C:24]([O:23][C:21](=[O:22])[CH2:20][N:3]1[CH:7]=[CH:6][C:5]([N:8]2[C:16](=[O:17])[C:15]3[C:10](=[CH:11][CH:12]=[CH:13][CH:14]=3)[C:9]2=[O:18])=[N:4]1)([CH3:27])([CH3:26])[CH3:25]. The catalyst class is: 3. (4) Reactant: Cl[C:2]1[CH:11]=[C:10]([C:12]2[CH:17]=[CH:16][CH:15]=[CH:14][CH:13]=2)[C:9]2[C:4](=[CH:5][C:6]([S:18][C:19]3[CH:20]=[C:21]([C:25]([OH:30])([CH2:28][CH3:29])[CH2:26][CH3:27])[CH:22]=[CH:23][CH:24]=3)=[CH:7][CH:8]=2)[N:3]=1.[C:31](=[NH:44])([C:38]1[CH:43]=[CH:42][CH:41]=[CH:40][CH:39]=1)[C:32]1[CH:37]=[CH:36][CH:35]=[CH:34][CH:33]=1.CC(C)([O-])C.[Na+].C1C=CC(P(C2C(C3C(P(C4C=CC=CC=4)C4C=CC=CC=4)=CC=C4C=3C=CC=C4)=C3C(C=CC=C3)=CC=2)C2C=CC=CC=2)=CC=1. Product: [C:31](=[N:44][C:2]1[CH:11]=[C:10]([C:12]2[CH:17]=[CH:16][CH:15]=[CH:14][CH:13]=2)[C:9]2[C:4](=[CH:5][C:6]([S:18][C:19]3[CH:20]=[C:21]([C:25]([OH:30])([CH2:28][CH3:29])[CH2:26][CH3:27])[CH:22]=[CH:23][CH:24]=3)=[CH:7][CH:8]=2)[N:3]=1)([C:38]1[CH:39]=[CH:40][CH:41]=[CH:42][CH:43]=1)[C:32]1[CH:37]=[CH:36][CH:35]=[CH:34][CH:33]=1. The catalyst class is: 101. (5) Reactant: [CH2:1]([CH:3]([C:6]1[C:10]([CH2:11][CH2:12][C:13]([O:15][CH2:16][CH3:17])=[O:14])=[CH:9][NH:8][N:7]=1)[CH2:4][CH3:5])[CH3:2].[H-].[Na+].Cl[C:21]1[CH:26]=[CH:25][C:24]([Cl:27])=[CH:23][N:22]=1.O. Product: [Cl:27][C:24]1[CH:25]=[CH:26][C:21]([N:8]2[CH:9]=[C:10]([CH2:11][CH2:12][C:13]([O:15][CH2:16][CH3:17])=[O:14])[C:6]([CH:3]([CH2:4][CH3:5])[CH2:1][CH3:2])=[N:7]2)=[N:22][CH:23]=1. The catalyst class is: 9. (6) Reactant: [CH3:1][C:2]1[NH:3][C:4]2[C:9]([C:10]=1[CH2:11][C:12]([OH:14])=O)=[CH:8][CH:7]=[CH:6][CH:5]=2.C(N(CC)CC)C.C1N(P(Cl)(N2C(=O)OCC2)=O)C(=O)OC1.CC(C)(C)C([O:41][C:42]1[C:47](=[O:48])[N:46]([CH3:49])[C:45]([C:50]2[S:51][CH:52]=[CH:53][C:54]=2[NH2:55])=[N:44][C:43]=1[C:56]([O:58]C)=[O:57])=O. Product: [OH:41][C:42]1[C:47](=[O:48])[N:46]([CH3:49])[C:45]([C:50]2[S:51][CH:52]=[CH:53][C:54]=2[NH:55][C:12](=[O:14])[CH2:11][C:10]2[C:9]3[C:4](=[CH:5][CH:6]=[CH:7][CH:8]=3)[NH:3][C:2]=2[CH3:1])=[N:44][C:43]=1[C:56]([OH:58])=[O:57]. The catalyst class is: 124.